Dataset: Forward reaction prediction with 1.9M reactions from USPTO patents (1976-2016). Task: Predict the product of the given reaction. Given the reactants [Na].[Cl:2][C:3]1[N:4]=[N:5][C:6](Cl)=[CH:7][CH:8]=1.[CH2:10]([OH:17])[C:11]1[CH:16]=[CH:15][CH:14]=[CH:13][CH:12]=1, predict the reaction product. The product is: [CH2:10]([O:17][C:6]1[N:5]=[N:4][C:3]([Cl:2])=[CH:8][CH:7]=1)[C:11]1[CH:16]=[CH:15][CH:14]=[CH:13][CH:12]=1.